Regression. Given two drug SMILES strings and cell line genomic features, predict the synergy score measuring deviation from expected non-interaction effect. From a dataset of NCI-60 drug combinations with 297,098 pairs across 59 cell lines. Drug 1: C1=C(C(=O)NC(=O)N1)N(CCCl)CCCl. Drug 2: COC1=NC(=NC2=C1N=CN2C3C(C(C(O3)CO)O)O)N. Cell line: RPMI-8226. Synergy scores: CSS=45.4, Synergy_ZIP=16.4, Synergy_Bliss=16.1, Synergy_Loewe=-7.43, Synergy_HSA=12.5.